From a dataset of Forward reaction prediction with 1.9M reactions from USPTO patents (1976-2016). Predict the product of the given reaction. Given the reactants Br[C:2]1[CH:3]=[C:4]2[C:8](=[CH:9][CH:10]=1)[C:7](=[O:11])[CH2:6][CH2:5]2.[C:12]([C:14]1[CH:19]=[CH:18][C:17](B(O)O)=[CH:16][CH:15]=1)#[N:13].C(=O)([O-])[O-].[Na+].[Na+], predict the reaction product. The product is: [O:11]=[C:7]1[C:8]2[C:4](=[CH:3][C:2]([C:17]3[CH:18]=[CH:19][C:14]([C:12]#[N:13])=[CH:15][CH:16]=3)=[CH:10][CH:9]=2)[CH2:5][CH2:6]1.